This data is from Reaction yield outcomes from USPTO patents with 853,638 reactions. The task is: Predict the reaction yield, written as a fraction of the theoretical maximum amount of product (1.0 means a 100% yield; for example, 0.34 means a 34% yield). (1) The reactants are F[C:2]1[CH:9]=[CH:8][C:5]([CH:6]=[O:7])=[CH:4][CH:3]=1.C([O-])([O-])=O.[K+].[K+].[NH:16]1[CH:20]=[N:19][CH:18]=[N:17]1. The catalyst is CN(C=O)C.O. The product is [N:16]1([C:2]2[CH:9]=[CH:8][C:5]([CH:6]=[O:7])=[CH:4][CH:3]=2)[CH:20]=[N:19][CH:18]=[N:17]1. The yield is 0.650. (2) The reactants are [NH2:1][C:2]1[CH:36]=[CH:35][C:5]([O:6][C:7]2[CH:12]=[CH:11][N:10]=[C:9]3[CH:13]=[C:14]([C:16]4[N:17]([CH3:34])[C:18]([CH2:21][N:22]([CH2:30][CH2:31][O:32][CH3:33])[C:23](=[O:29])[O:24][C:25]([CH3:28])([CH3:27])[CH3:26])=[CH:19][N:20]=4)[S:15][C:8]=23)=[C:4]([F:37])[CH:3]=1.ClC(Cl)(O[C:42](=[O:48])OC(Cl)(Cl)Cl)Cl.CC[N:52]([CH:56]([CH3:58])[CH3:57])C(C)C.C1(N)CC1. No catalyst specified. The product is [CH:56]1([NH:52][C:42](=[O:48])[NH:1][C:2]2[CH:36]=[CH:35][C:5]([O:6][C:7]3[CH:12]=[CH:11][N:10]=[C:9]4[CH:13]=[C:14]([C:16]5[N:17]([CH3:34])[C:18]([CH2:21][N:22]([CH2:30][CH2:31][O:32][CH3:33])[C:23](=[O:29])[O:24][C:25]([CH3:28])([CH3:27])[CH3:26])=[CH:19][N:20]=5)[S:15][C:8]=34)=[C:4]([F:37])[CH:3]=2)[CH2:58][CH2:57]1. The yield is 0.920. (3) The reactants are COC[O:4][C:5]1[CH:10]=[C:9]([O:11]COC)[CH:8]=[CH:7][C:6]=1[C:15]1[CH2:20][CH2:19][CH2:18][C:17](=[O:21])[CH:16]=1. The catalyst is CO. The product is [OH:4][C:5]1[CH:10]=[C:9]([OH:11])[CH:8]=[CH:7][C:6]=1[C:15]1[CH2:20][CH2:19][CH2:18][C:17](=[O:21])[CH:16]=1. The yield is 0.760. (4) The reactants are [F:1][C:2]([F:42])([F:41])[C:3]1[CH:4]=[C:5]([CH:34]=[C:35]([C:37]([F:40])([F:39])[F:38])[CH:36]=1)[CH2:6][N:7]([CH2:14][C:15]1[C:16]([N:25]([CH2:28][CH:29]2[CH2:33][CH2:32][CH2:31][CH2:30]2)[CH2:26][CH3:27])=[N:17][C:18]2[C:23]([CH:24]=1)=[CH:22][CH:21]=[CH:20][CH:19]=2)[CH2:8][C:9]1[N:10]=[N:11][NH:12][N:13]=1.[OH-].[Na+].[CH2:45](Cl)Cl.S(OC)(OC)(=O)=O. The catalyst is O.[Br-].C([N+](CCCC)(CCCC)CCCC)CCC. The product is [F:38][C:37]([F:40])([F:39])[C:35]1[CH:34]=[C:5]([CH:4]=[C:3]([C:2]([F:1])([F:41])[F:42])[CH:36]=1)[CH2:6][N:7]([CH2:14][C:15]1[C:16]([N:25]([CH2:28][CH:29]2[CH2:33][CH2:32][CH2:31][CH2:30]2)[CH2:26][CH3:27])=[N:17][C:18]2[C:23]([CH:24]=1)=[CH:22][CH:21]=[CH:20][CH:19]=2)[CH2:8][C:9]1[N:10]=[N:11][N:12]([CH3:45])[N:13]=1. The yield is 0.313. (5) The reactants are [F:1][C:2]1[CH:32]=[C:31]([F:33])[CH:30]=[CH:29][C:3]=1[O:4][C:5]1[CH:10]=[CH:9][C:8]([S:11]([CH3:14])(=[O:13])=[O:12])=[CH:7][C:6]=1[C:15]1[C:16]2[CH:25]=[C:24]([C:26](O)=[O:27])[NH:23][C:17]=2[C:18](=[O:22])[N:19]([CH3:21])[CH:20]=1.C(Cl)(=O)C(Cl)=O.C[N:41](C)C=O.[OH-].[NH4+]. The catalyst is ClCCl. The product is [F:1][C:2]1[CH:32]=[C:31]([F:33])[CH:30]=[CH:29][C:3]=1[O:4][C:5]1[CH:10]=[CH:9][C:8]([S:11]([CH3:14])(=[O:13])=[O:12])=[CH:7][C:6]=1[C:15]1[C:16]2[CH:25]=[C:24]([C:26]([NH2:41])=[O:27])[NH:23][C:17]=2[C:18](=[O:22])[N:19]([CH3:21])[CH:20]=1. The yield is 0.470. (6) The reactants are [OH:1][C:2]1[CH:3]=[C:4]2[C:9](=[CH:10][CH:11]=1)[CH:8]=[C:7]([C@:12]1([CH3:18])[CH2:16][O:15][C:14](=[O:17])[NH:13]1)[CH:6]=[CH:5]2.[F:19][C:20]([F:31])([F:30])[C:21]1[CH:22]=[C:23](B(O)O)[CH:24]=[CH:25][CH:26]=1.C(Cl)Cl.C(N(CC)CC)C. No catalyst specified. The product is [CH3:18][C@@:12]1([C:7]2[CH:6]=[CH:5][C:4]3[C:9](=[CH:10][CH:11]=[C:2]([O:1][C:25]4[CH:24]=[CH:23][CH:22]=[C:21]([C:20]([F:31])([F:30])[F:19])[CH:26]=4)[CH:3]=3)[CH:8]=2)[CH2:16][O:15][C:14](=[O:17])[NH:13]1. The yield is 0.310. (7) The reactants are BrBr.[Br:3][C:4]1[CH:9]=[CH:8][C:7]([C:10](=[O:23])[CH2:11][CH2:12][C:13]([O:15][CH2:16][C:17]2[CH:22]=[CH:21][CH:20]=[CH:19][CH:18]=2)=[O:14])=[CH:6][CH:5]=1.[N-:24]=[N+:25]=[N-:26].[Na+]. The catalyst is CCOCC.O1CCOCC1. The product is [N:24]([CH:11]([C:10]([C:7]1[CH:6]=[CH:5][C:4]([Br:3])=[CH:9][CH:8]=1)=[O:23])[CH2:12][C:13]([O:15][CH2:16][C:17]1[CH:18]=[CH:19][CH:20]=[CH:21][CH:22]=1)=[O:14])=[N+:25]=[N-:26]. The yield is 0.950. (8) The product is [CH3:37][N:34]1[CH2:35][CH2:36][N:31]([C:27]2[N:26]3[CH:38]=[C:23]([CH2:22][N:11]([CH2:9][C:6]4[CH:7]=[CH:8][CH:3]=[CH:4][CH:5]=4)[C@@H:12]4[C:21]5[N:20]=[CH:19][CH:18]=[CH:17][C:16]=5[CH2:15][CH2:14][CH2:13]4)[N:24]=[C:25]3[CH:30]=[CH:29][CH:28]=2)[CH2:32][CH2:33]1. The reactants are CO[C:3]1[CH:8]=[CH:7][C:6]([C@@H:9]([N:11]([CH2:22][C:23]2[N:24]=[C:25]3[CH:30]=[CH:29][CH:28]=[C:27]([N:31]4[CH2:36][CH2:35][N:34]([CH3:37])[CH2:33][CH2:32]4)[N:26]3[CH:38]=2)[C@@H:12]2[C:21]3[N:20]=[CH:19][CH:18]=[CH:17][C:16]=3[CH2:15][CH2:14][CH2:13]2)C)=[CH:5][CH:4]=1.C(=O)C1C=CC=CC=1. No catalyst specified. The yield is 0.880. (9) The reactants are N(C(OCC)=O)=NC(OCC)=O.[Br:13][C:14]1[CH:15]=[N:16][C:17]2[C:22]([C:23]=1[OH:24])=[N:21][C:20]([O:25][CH3:26])=[CH:19][CH:18]=2.[CH2:27](O)[C:28]1[CH:33]=[CH:32][CH:31]=[CH:30][CH:29]=1.C1(P(C2C=CC=CC=2)C2C=CC=CC=2)C=CC=CC=1. The catalyst is O1CCCC1.C(OCC)(=O)C. The product is [CH2:27]([O:24][C:23]1[C:14]([Br:13])=[CH:15][N:16]=[C:17]2[C:22]=1[N:21]=[C:20]([O:25][CH3:26])[CH:19]=[CH:18]2)[C:28]1[CH:33]=[CH:32][CH:31]=[CH:30][CH:29]=1. The yield is 0.740.